This data is from Experimentally validated miRNA-target interactions with 360,000+ pairs, plus equal number of negative samples. The task is: Binary Classification. Given a miRNA mature sequence and a target amino acid sequence, predict their likelihood of interaction. (1) The miRNA is hsa-miR-6844 with sequence UUCUUUGUUUUUAAUUCACAG. The protein sequence of the target gene is MDPGQQPPPQPAPQGQGQPPSQPPQGQGPPSGPGQPAPAATQAAPQAPPAGHQIVHVRGDSETDLEALFNAVMNPKTANVPQTVPMRLRKLPDSFFKPPEPKSHSRQASTDAGTAGALTPQHVRAHSSPASLQLGAVSPGTLTPTGVVSGPAATPTAQHLRQSSFEIPDDVPLPAGWEMAKTSSGQRYFLNHIDQTTTWQDPRKAMLSQMNVTAPTSPPVQQNMMNSASGPLPDGWEQAMTQDGEIYYINHKNKTTSWLDPRLDPRFAMNQRISQSAPVKQPPPLAPQSPQGGVMGGSNS.... Result: 1 (interaction). (2) The miRNA is hsa-miR-219b-5p with sequence AGAUGUCCAGCCACAAUUCUCG. The protein sequence of the target gene is MEDSHKSNTTETASQPGSTVAGPHVSQIVHQVSSLSESEESQDSSDSIGSSQKAHGILARRPSYRKILKDLSSEDTRGRKGEGENPSISAITSMSVPAPIYQTSSGQYIAIAPNGALQLASPSTDGVQALQTLTMTNSSSTQQGTILQYAQTSDGQQILVPSNQVVVQTASGDMQTYQIRTTPSATSLPQTVVMTSPVTLASQTTKTDDPQLRREIRLMKNREAARECRRKKKEYVKCLENRVAVLENQNKTLIEELKTLKDLYSHKSV. Result: 0 (no interaction). (3) The miRNA is hsa-miR-195-3p with sequence CCAAUAUUGGCUGUGCUGCUCC. The protein sequence of the target gene is MHLRLISWLFIILNFMEYIGSQNASRGRRQRRMHPNVSQGCQGGCATCSDYNGCLSCKPRLFFALERIGMKQIGVCLSSCPSGYYGTRYPDINKCTKCKADCDTCFNKNFCTKCKSGFYLHLGKCLDNCPEGLEANNHTMECVSIVHCEVSEWNPWSPCTKKGKTCGFKRGTETRVREIIQHPSAKGNLCPPTNETRKCTVQRKKCQKGERGKKGRERKRKKPNKGESKEAIPDSKSLESSKEIPEQRENKQQQKKRKVQDKQKSVSVSTVH. Result: 0 (no interaction). (4) The miRNA is hsa-miR-6842-5p with sequence UGGGGGUGGUCUCUAGCCAAGG. The protein sequence of the target gene is MVLGLASFPESLSSQSETATQPRRPSVKWDLGSDYRKGTEETTASGSNFRRERLDSQPDLGLHVQPQIYFLRPRSPLPKLLFSLMNTNDANVKKLLPKSHLSRVIIRDNLNAQRICEMEMKASDKTKRKMSYLYDHLKKKFMMDQLRKMIRWRRDSQSTQDYLDKERV. Result: 0 (no interaction). (5) The miRNA is cel-miR-84-5p with sequence UGAGGUAGUAUGUAAUAUUGUAGA. The protein sequence of the target gene is MMHPVAGSNPAFCGPGKPSCLNEDAMRAADQFDLYSSQQNKYSHTVSHKPMVCQRQDPLNETHLQPTSGRNIEIKDELKKKKNLNRSGKRGRPSGTTKSAGYRTSTGRPLGTTKAAGFKTSPGRPLGTTKAAGYKVSPGRPPGSIKALSRLADLGYGCGTAAFPYPMMHSRVVHGLQETSGEVKPPSE. Result: 0 (no interaction). (6) The miRNA is hsa-miR-378j with sequence ACUGGAUUUGGAGCCAGAA. The protein sequence of the target gene is MKKAEMGRFSISPDEDSSSYSSNSDFNYSYPTKQAALKSHYADVDPENQNFLLESNLGKKKYETEFHPGTTSFGMSVFNLSNAIVGSGILGLSYAMANTGIALFIILLTFVSIFSLYSVHLLLKTANEGGSLLYEQLGYKAFGLVGKLAASGSITMQNIGAMSSYLFIVKYELPLVIQALTNIEDKTGLWYLNGNYLVLLVSLVVILPLSLFRNLGYLGYTSGLSLLCMVFFLIVVICKKFQVPCPVEAALIINETINTTLTQPTALVPALSHNVTENDSCRPHYFIFNSQTVYAVPILI.... Result: 0 (no interaction).